The task is: Regression. Given a peptide amino acid sequence and an MHC pseudo amino acid sequence, predict their binding affinity value. This is MHC class I binding data.. This data is from Peptide-MHC class I binding affinity with 185,985 pairs from IEDB/IMGT. The peptide sequence is PKKDERGAL. The MHC is HLA-B40:01 with pseudo-sequence HLA-B40:01. The binding affinity (normalized) is 0.0847.